This data is from Catalyst prediction with 721,799 reactions and 888 catalyst types from USPTO. The task is: Predict which catalyst facilitates the given reaction. Reactant: [C:1]([O:5][C:6](=[O:29])[N:7]([C@@H:9]1[C@@H:13]([C:14]2[CH:19]=[CH:18][C:17]([Cl:20])=[C:16]([Cl:21])[CH:15]=2)[CH2:12][N:11](CC2C=CC=CC=2)[CH2:10]1)[CH3:8])([CH3:4])([CH3:3])[CH3:2].ClC(OC(Cl)C)=O. Product: [C:1]([O:5][C:6](=[O:29])[N:7]([C@@H:9]1[C@@H:13]([C:14]2[CH:19]=[CH:18][C:17]([Cl:20])=[C:16]([Cl:21])[CH:15]=2)[CH2:12][NH:11][CH2:10]1)[CH3:8])([CH3:4])([CH3:2])[CH3:3]. The catalyst class is: 11.